This data is from Reaction yield outcomes from USPTO patents with 853,638 reactions. The task is: Predict the reaction yield, written as a fraction of the theoretical maximum amount of product (1.0 means a 100% yield; for example, 0.34 means a 34% yield). (1) The reactants are C1C=CC(P(C2C(C3C(P(C4C=CC=CC=4)C4C=CC=CC=4)=CC=C4C=3C=CC=C4)=C3C(C=CC=C3)=CC=2)C2C=CC=CC=2)=CC=1.C([O-])([O-])=O.[Cs+].[Cs+].FC(F)(F)S(O[C:59]1[C:60]([O:83][CH2:84][CH3:85])=[CH:61][CH:62]=[C:63]2[C:68]=1[CH:67]=[N:66][CH:65]=[C:64]2[CH2:69][C:70]1[CH:75]=[C:74]([O:76][CH3:77])[C:73]([O:78][CH2:79][CH3:80])=[C:72]([O:81][CH3:82])[CH:71]=1)(=O)=O.C(=[NH:101])(C1C=CC=CC=1)C1C=CC=CC=1.[ClH:102].CO. The catalyst is C1(C)C=CC=CC=1.C1COCC1.C1C=CC(/C=C/C(/C=C/C2C=CC=CC=2)=O)=CC=1.C1C=CC(/C=C/C(/C=C/C2C=CC=CC=2)=O)=CC=1.C1C=CC(/C=C/C(/C=C/C2C=CC=CC=2)=O)=CC=1.[Pd].[Pd]. The product is [ClH:102].[ClH:102].[CH2:79]([O:78][C:73]1[C:72]([O:81][CH3:82])=[CH:71][C:70]([CH2:69][C:64]2[C:63]3[C:68](=[C:59]([NH2:101])[C:60]([O:83][CH2:84][CH3:85])=[CH:61][CH:62]=3)[CH:67]=[N:66][CH:65]=2)=[CH:75][C:74]=1[O:76][CH3:77])[CH3:80]. The yield is 0.290. (2) The reactants are [NH2:1][C@H:2]([CH:7]1[CH2:9][CH2:8]1)[C:3]([O:5][CH3:6])=[O:4].[C:10]1(=O)[CH2:14][CH2:13][CH2:12][CH2:11]1.CC([O-])=O.[Na+].[BH-](OC(C)=O)(OC(C)=O)OC(C)=O.[Na+]. The catalyst is C(Cl)Cl. The product is [CH:10]1([NH:1][C@H:2]([CH:7]2[CH2:9][CH2:8]2)[C:3]([O:5][CH3:6])=[O:4])[CH2:14][CH2:13][CH2:12][CH2:11]1. The yield is 0.910. (3) The reactants are [CH2:1]([O:3][C:4]1([O:7][Si](C)(C)C)[CH2:6][CH2:5]1)[CH3:2]. The catalyst is CO.Cl. The product is [CH2:1]([O:3][C:4]1([OH:7])[CH2:6][CH2:5]1)[CH3:2].[CH3:1][O:3][C:4]1([OH:7])[CH2:6][CH2:5]1. The yield is 0.820. (4) The reactants are Cl.[F:2][CH:3]1[CH:8]([NH:9][C:10]2[CH:15]=[CH:14][C:13]([N+:16]([O-:18])=[O:17])=[CH:12][CH:11]=2)[CH2:7][CH2:6][NH:5][CH2:4]1.C=O.[BH3-][C:22]#N.[Na+].C([O-])([O-])=O.[Na+].[Na+]. The catalyst is CO.CC(O)=O. The product is [F:2][CH:3]1[CH:8]([NH:9][C:10]2[CH:11]=[CH:12][C:13]([N+:16]([O-:18])=[O:17])=[CH:14][CH:15]=2)[CH2:7][CH2:6][N:5]([CH3:22])[CH2:4]1. The yield is 0.610. (5) The reactants are Br[C:2]1[C:3]([CH3:19])=[N:4][C:5]([C:8]2[N:12]=[CH:11][N:10](C3CCCCO3)[N:9]=2)=[CH:6][CH:7]=1.B1(B2OC(C)(C)C(C)(C)O2)OC(C)(C)C(C)(C)O1.C([O-])(=O)C.[K+].C(=O)([O-])[O-].[K+].[K+].ClCCl.Br[C:53]1[N:58]=[C:57]2[N:59]([CH2:64][CH3:65])[C:60](=[O:63])[CH2:61][NH:62][C:56]2=[N:55][CH:54]=1. The catalyst is O1CCOCC1.C1C=CC(P(C2C=CC=CC=2)[C-]2C=CC=C2)=CC=1.C1C=CC(P(C2C=CC=CC=2)[C-]2C=CC=C2)=CC=1.Cl[Pd]Cl.[Fe+2].O. The product is [CH2:64]([N:59]1[C:57]2=[N:58][C:53]([C:2]3[C:3]([CH3:19])=[N:4][C:5]([C:8]4[NH:12][CH:11]=[N:10][N:9]=4)=[CH:6][CH:7]=3)=[CH:54][N:55]=[C:56]2[NH:62][CH2:61][C:60]1=[O:63])[CH3:65]. The yield is 0.570. (6) The reactants are [S:1](Cl)(Cl)=[O:2].F[C:6]1[CH:14]=[CH:13][C:9]([C:10]([OH:12])=[O:11])=[CH:8][C:7]=1[CH3:15].C[S-].[Na+].[OH-:19].[Li+].[CH3:21]O. The catalyst is O. The product is [CH3:15][C:7]1[CH:8]=[C:9]([CH:13]=[CH:14][C:6]=1[S:1]([CH3:21])(=[O:2])=[O:19])[C:10]([OH:12])=[O:11]. The yield is 0.720.